From a dataset of Catalyst prediction with 721,799 reactions and 888 catalyst types from USPTO. Predict which catalyst facilitates the given reaction. (1) Reactant: [NH2:1][C:2]1[CH:3]=[CH:4][C:5]([CH:10]2[CH2:12][CH2:11]2)=[C:6]([CH:9]=1)[C:7]#[N:8].Cl[C:14]1[N:19]=[C:18]([OH:20])[C:17]([Cl:21])=[CH:16][N:15]=1.O.C1(C)C=CC(S(O)(=O)=O)=CC=1. Product: [Cl:21][C:17]1[C:18]([OH:20])=[N:19][C:14]([NH:1][C:2]2[CH:3]=[CH:4][C:5]([CH:10]3[CH2:11][CH2:12]3)=[C:6]([CH:9]=2)[C:7]#[N:8])=[N:15][CH:16]=1. The catalyst class is: 32. (2) Product: [C:24]([O-:25])(=[O:23])[C:26]([CH3:29])([CH3:28])[CH3:27].[C:1]([O:5][C:6]([O:8][C:9]1[CH:19]=[CH:18][CH:17]=[C:11]([C:12]([O:14][CH2:15][CH3:16])=[O:13])[C:10]=1[Zn+:22])=[O:7])([CH3:2])([CH3:3])[CH3:4]. The catalyst class is: 1. Reactant: [C:1]([O:5][C:6]([O:8][C:9]1[CH:10]=[C:11]([CH:17]=[CH:18][CH:19]=1)[C:12]([O:14][CH2:15][CH3:16])=[O:13])=[O:7])([CH3:4])([CH3:3])[CH3:2].[Li+].[Cl-].[Zn:22](OC(C(C)(C)C)=O)[O:23][C:24]([C:26]([CH3:29])([CH3:28])[CH3:27])=[O:25]. (3) Reactant: C(OC([N:8]1[CH2:13][CH2:12][N:11]([C:14]2[CH:19]=[CH:18][CH:17]=[CH:16][C:15]=2[CH:20]2[CH2:27][CH2:26][CH2:25][CH2:24][CH2:23][CH2:22][CH2:21]2)[CH2:10][CH2:9]1)=O)(C)(C)C.ClCCCl.FC(F)(F)C(O)=O.C(=O)([O-])[O-].[K+].[K+]. Product: [CH:20]1([C:15]2[CH:16]=[CH:17][CH:18]=[CH:19][C:14]=2[N:11]2[CH2:10][CH2:9][NH:8][CH2:13][CH2:12]2)[CH2:21][CH2:22][CH2:23][CH2:24][CH2:25][CH2:26][CH2:27]1. The catalyst class is: 84. (4) Reactant: [Cl:1][C:2]1[C:3]([F:22])=[C:4]([CH:19]=[CH:20][CH:21]=1)[O:5][C@@H:6]([C:13]1[CH:18]=[CH:17][CH:16]=[CH:15][CH:14]=1)[C@H:7]1[O:12][CH2:11][CH2:10][NH:9][CH2:8]1.[C:23]([OH:30])(=[O:29])/[CH:24]=[CH:25]/[C:26]([OH:28])=[O:27]. Product: [C:23]([OH:30])(=[O:29])/[CH:24]=[CH:25]/[C:26]([OH:28])=[O:27].[Cl:1][C:2]1[C:3]([F:22])=[C:4]([CH:19]=[CH:20][CH:21]=1)[O:5][C@@H:6]([C:13]1[CH:18]=[CH:17][CH:16]=[CH:15][CH:14]=1)[C@H:7]1[O:12][CH2:11][CH2:10][NH:9][CH2:8]1. The catalyst class is: 21. (5) Reactant: [CH2:1]([NH:8][C:9]1[N:10]=[CH:11][CH:12]=[C:13]2[C:17]([CH:18]=[O:19])=[C:16]([CH3:20])[NH:15][C:14]=12)[C:2]1[CH:7]=[CH:6][CH:5]=[CH:4][CH:3]=1.[BH4-].[Na+]. Product: [CH2:1]([NH:8][C:9]1[N:10]=[CH:11][CH:12]=[C:13]2[C:17]([CH2:18][OH:19])=[C:16]([CH3:20])[NH:15][C:14]=12)[C:2]1[CH:3]=[CH:4][CH:5]=[CH:6][CH:7]=1. The catalyst class is: 212. (6) The catalyst class is: 5. Reactant: [CH2:1]([NH:3][C:4](=[O:36])[NH:5][C:6]1[N:11]=[CH:10][C:9]([C:12]2[S:13][C:14]([C:22](OCC)=[O:23])=[C:15]([C:17]([O:19]CC)=O)[N:16]=2)=[C:8]([C:27]2[S:28][CH:29]=[C:30]([C:32]([F:35])([F:34])[F:33])[N:31]=2)[CH:7]=1)[CH3:2].O.[NH2:38][NH2:39].O.NN.CO.Cl.C([O-])(O)=O.[Na+]. Product: [O:19]=[C:17]1[C:15]2[N:16]=[C:12]([C:9]3[C:8]([C:27]4[S:28][CH:29]=[C:30]([C:32]([F:34])([F:35])[F:33])[N:31]=4)=[CH:7][C:6]([NH:5][C:4]([NH:3][CH2:1][CH3:2])=[O:36])=[N:11][CH:10]=3)[S:13][C:14]=2[C:22](=[O:23])[NH:39][NH:38]1. (7) Reactant: [N+:1]([C:4]1[CH:5]=[C:6]([OH:10])[CH:7]=[CH:8][CH:9]=1)([O-:3])=[O:2].Cl[CH2:12][CH2:13][O:14][CH2:15][CH2:16][O:17][CH2:18][CH2:19][OH:20].C([O-])([O-])=O.[K+].[K+]. Product: [N+:1]([C:4]1[CH:5]=[C:6]([CH:7]=[CH:8][CH:9]=1)[O:10][CH2:12][CH2:13][O:14][CH2:15][CH2:16][O:17][CH2:18][CH2:19][OH:20])([O-:3])=[O:2]. The catalyst class is: 21. (8) Reactant: [CH2:1]([N:3]1[CH:7]=[CH:6][CH:5]=[C:4]1[CH:8]=[C:9]([C:14]([O:16][CH3:17])=[O:15])[CH2:10][C:11]([OH:13])=O)[CH3:2].C(O)(=O)C.C(OC(=O)C)(=O)C.C(=O)([O-])O.[Na+]. Product: [CH2:1]([N:3]1[C:4]2[C:5](=[C:11]([OH:13])[CH:10]=[C:9]([C:14]([O:16][CH3:17])=[O:15])[CH:8]=2)[CH:6]=[CH:7]1)[CH3:2]. The catalyst class is: 11. (9) Reactant: [OH-].[Li+].[CH:3]1([C@H:9]([NH:14][C:15]([C:17]2[CH:22]=[CH:21][C:20]([C:23]3[CH:28]=[CH:27][CH:26]=[C:25]([F:29])[CH:24]=3)=[CH:19][C:18]=2[NH:30][C:31]([NH:33][C:34]2[C:39]([CH3:40])=[CH:38][C:37]([CH3:41])=[CH:36][C:35]=2[CH3:42])=[O:32])=[O:16])[C:10]([O:12]C)=[O:11])[CH2:8][CH2:7][CH2:6][CH2:5][CH2:4]1.CO.O. Product: [CH:3]1([C@H:9]([NH:14][C:15]([C:17]2[CH:22]=[CH:21][C:20]([C:23]3[CH:28]=[CH:27][CH:26]=[C:25]([F:29])[CH:24]=3)=[CH:19][C:18]=2[NH:30][C:31]([NH:33][C:34]2[C:39]([CH3:40])=[CH:38][C:37]([CH3:41])=[CH:36][C:35]=2[CH3:42])=[O:32])=[O:16])[C:10]([OH:12])=[O:11])[CH2:4][CH2:5][CH2:6][CH2:7][CH2:8]1. The catalyst class is: 1.